Dataset: Reaction yield outcomes from USPTO patents with 853,638 reactions. Task: Predict the reaction yield, written as a fraction of the theoretical maximum amount of product (1.0 means a 100% yield; for example, 0.34 means a 34% yield). (1) The reactants are [BH4-].[Na+].[CH2:3]([N:5]1[C:13]2[CH:12]=[CH:11][CH:10]=[C:9]([CH:14]=[O:15])[C:8]=2[CH:7]=[CH:6]1)[CH3:4]. The catalyst is CCO.C(Cl)Cl. The product is [CH2:3]([N:5]1[C:13]2[C:8](=[C:9]([CH2:14][OH:15])[CH:10]=[CH:11][CH:12]=2)[CH:7]=[CH:6]1)[CH3:4]. The yield is 0.910. (2) The reactants are [F:1][C:2]1[CH:7]=[CH:6][C:5]([CH:8]2[CH2:13][CH2:12][N:11]([C:14]([C:16]3[C:24]4[CH2:23][CH2:22][N:21](C(OC(C)(C)C)=O)[CH2:20][C:19]=4[NH:18][N:17]=3)=[O:15])[CH2:10][CH2:9]2)=[C:4]([C:32]([F:35])([F:34])[F:33])[CH:3]=1.[ClH:36]. The catalyst is C(Cl)Cl.CO. The product is [ClH:36].[F:1][C:2]1[CH:7]=[CH:6][C:5]([CH:8]2[CH2:13][CH2:12][N:11]([C:14]([C:16]3[C:24]4[CH2:23][CH2:22][NH:21][CH2:20][C:19]=4[NH:18][N:17]=3)=[O:15])[CH2:10][CH2:9]2)=[C:4]([C:32]([F:35])([F:33])[F:34])[CH:3]=1. The yield is 0.980. (3) The reactants are [C:1]([N:4]1[C:12]2[C:7](=[CH:8][C:9]([C:13](O)=[O:14])=[CH:10][CH:11]=2)[C:6]([C:16]2[CH:21]=[CH:20][C:19]([F:22])=[CH:18][CH:17]=2)=[N:5]1)(=[O:3])[CH3:2].[Cl:23]CCl.C(Cl)(=O)C(Cl)=O. The catalyst is CN(C=O)C. The product is [C:1]([N:4]1[C:12]2[C:7](=[CH:8][C:9]([C:13]([Cl:23])=[O:14])=[CH:10][CH:11]=2)[C:6]([C:16]2[CH:21]=[CH:20][C:19]([F:22])=[CH:18][CH:17]=2)=[N:5]1)(=[O:3])[CH3:2]. The yield is 0.840. (4) The reactants are [CH2:1]([O:3][C:4](=[O:12])[C:5]1[CH:10]=[CH:9][C:8]([NH2:11])=[CH:7][CH:6]=1)[CH3:2].C(N(CC)CC)C.[N+:20]([C:23]1[CH:24]=[C:25]([CH:29]=[CH:30][CH:31]=1)[C:26](Cl)=[O:27])([O-:22])=[O:21]. The catalyst is ClCCl. The product is [CH2:1]([O:3][C:4](=[O:12])[C:5]1[CH:10]=[CH:9][C:8]([NH:11][C:26](=[O:27])[C:25]2[CH:29]=[CH:30][CH:31]=[C:23]([N+:20]([O-:22])=[O:21])[CH:24]=2)=[CH:7][CH:6]=1)[CH3:2]. The yield is 0.740. (5) The reactants are [CH3:1][N:2]([CH3:28])[C:3]([C:5]1[N:22]([CH:23]2[CH2:27][CH2:26][CH2:25][CH2:24]2)[C:8]2[N:9]=[C:10]([NH:13][C:14]3[CH:19]=[CH:18][C:17]([CH:20]=O)=[CH:16][N:15]=3)[N:11]=[CH:12][C:7]=2[CH:6]=1)=[O:4].[C:29]([O:33][C:34]([N:36]1[CH2:41][CH2:40][NH:39][CH2:38][CH2:37]1)=[O:35])([CH3:32])([CH3:31])[CH3:30]. No catalyst specified. The product is [C:29]([O:33][C:34]([N:36]1[CH2:41][CH2:40][N:39]([CH2:20][C:17]2[CH:16]=[N:15][C:14]([NH:13][C:10]3[N:11]=[CH:12][C:7]4[CH:6]=[C:5]([C:3](=[O:4])[N:2]([CH3:1])[CH3:28])[N:22]([CH:23]5[CH2:27][CH2:26][CH2:25][CH2:24]5)[C:8]=4[N:9]=3)=[CH:19][CH:18]=2)[CH2:38][CH2:37]1)=[O:35])([CH3:32])([CH3:30])[CH3:31]. The yield is 0.600. (6) The reactants are C(N(CC)CC)C.Cl.[CH3:9][N:10]1[C:14]([CH2:15][CH2:16][C:17]([OH:19])=O)=[CH:13][NH:12][CH2:11]1.CN(C(ON1N=NC2C=CC=CC1=2)=[N+](C)C)C.[B-](F)(F)(F)F.FC(F)(F)C(O)=O.[NH2:49][C@H:50]([CH2:68][C:69]1[CH:74]=[CH:73][C:72]([O:75][CH3:76])=[CH:71][CH:70]=1)[C:51]([N:53]1[CH2:56][C:55]([CH2:63][CH2:64][CH2:65][CH2:66][CH3:67])([C:57]2[CH:62]=[CH:61][CH:60]=[CH:59][CH:58]=2)[CH2:54]1)=[O:52].[OH-].[Na+]. The catalyst is CN(C=O)C.CCCCCCC. The product is [CH3:76][O:75][C:72]1[CH:71]=[CH:70][C:69]([CH2:68][C@@H:50]([NH:49][C:17](=[O:19])[CH2:16][CH2:15][C:14]2[N:10]([CH3:9])[CH:11]=[N:12][CH:13]=2)[C:51](=[O:52])[N:53]2[CH2:56][C:55]([CH2:63][CH2:64][CH2:65][CH2:66][CH3:67])([C:57]3[CH:58]=[CH:59][CH:60]=[CH:61][CH:62]=3)[CH2:54]2)=[CH:74][CH:73]=1. The yield is 0.0900. (7) The reactants are [OH:1][CH2:2][C@@H:3]([NH:11][C:12](=[O:18])[O:13][C:14]([CH3:17])([CH3:16])[CH3:15])[CH2:4][C@H:5]([CH2:9][OH:10])[CH2:6][CH:7]=[CH2:8].[CH3:19][C:20]1C=CC(S(O)(=O)=O)=C[CH:25]=1.COC(OC)(C)C. The catalyst is CC(C)=O. The product is [OH:10][CH2:9][C@H:5]([CH2:6][CH:7]=[CH2:8])[CH2:4][C@H:3]1[CH2:2][O:1][C:20]([CH3:25])([CH3:19])[N:11]1[C:12]([O:13][C:14]([CH3:17])([CH3:16])[CH3:15])=[O:18]. The yield is 0.960. (8) The reactants are [CH:1]1([C@H:7]([OH:21])[CH2:8][NH:9][CH2:10][C:11]23[CH2:20][CH:15]4[CH2:16][CH:17]([CH2:19][CH:13]([CH2:14]4)[CH2:12]2)[CH2:18]3)[CH2:6][CH2:5][CH2:4][CH2:3][CH2:2]1.CCN(CC)CC.Cl[C:30](Cl)([O:32]C(=O)OC(Cl)(Cl)Cl)Cl. The catalyst is C(Cl)Cl. The product is [C:11]12([CH2:10][N:9]3[CH2:8][C@H:7]([CH:1]4[CH2:2][CH2:3][CH2:4][CH2:5][CH2:6]4)[O:21][C:30]3=[O:32])[CH2:12][CH:13]3[CH2:19][CH:17]([CH2:16][CH:15]([CH2:14]3)[CH2:20]1)[CH2:18]2. The yield is 0.210. (9) The reactants are Cl[C:2]1[N:7]2[N:8]=[C:9](C)[CH:10]=[C:6]2[N:5]=[C:4]([NH:12][C:13](=[O:24])[C:14]2[CH:19]=[CH:18][C:17]([C:20]([OH:23])([CH3:22])[CH3:21])=[CH:16][CH:15]=2)[CH:3]=1.[NH:25]1[CH2:30][CH2:29][CH:28]([C:31]([O:33][CH3:34])=[O:32])[CH2:27][CH2:26]1. The catalyst is O1CCOCC1.CS(C)=O.CO. The product is [OH:23][C:20]([C:17]1[CH:16]=[CH:15][C:14]([C:13]([NH:12][C:4]2[CH:3]=[C:2]([N:25]3[CH2:30][CH2:29][CH:28]([C:31]([O:33][CH3:34])=[O:32])[CH2:27][CH2:26]3)[N:7]3[N:8]=[CH:9][CH:10]=[C:6]3[N:5]=2)=[O:24])=[CH:19][CH:18]=1)([CH3:22])[CH3:21]. The yield is 0.280. (10) The reactants are Cl.[NH2:2][C:3]1[CH:8]([N:9]2[C:17](=[O:18])[C:16]3[C:11](=[CH:12][CH:13]=[CH:14][CH:15]=3)[C:10]2=[O:19])[CH2:7][CH2:6][CH2:5][N:4]=1.C[O-].[Na+].[Na].[N:24]1[CH:29]=[CH:28][C:27]([C:30](=O)[CH2:31][C:32](OCC)=[O:33])=[CH:26][CH:25]=1. The catalyst is C1(C)C=CC=CC=1.CO. The product is [O:33]=[C:32]1[N:4]2[CH2:5][CH2:6][CH2:7][CH:8]([N:9]3[C:10](=[O:19])[C:11]4[C:16](=[CH:15][CH:14]=[CH:13][CH:12]=4)[C:17]3=[O:18])[C:3]2=[N:2][C:30]([C:27]2[CH:28]=[CH:29][N:24]=[CH:25][CH:26]=2)=[CH:31]1. The yield is 0.340.